Dataset: Forward reaction prediction with 1.9M reactions from USPTO patents (1976-2016). Task: Predict the product of the given reaction. (1) Given the reactants [NH2:1][C:2]1[N:10]=[C:9]([I:11])[N:8]=[C:7]2[C:3]=1[N:4]=[CH:5][N:6]2[C@H:12]1[C@H:19]2[C@@H:15]([O:16]C(C)(C)[O:18]2)[C@@H:14]([C:22]([OH:24])=[O:23])[O:13]1, predict the reaction product. The product is: [NH2:1][C:2]1[N:10]=[C:9]([I:11])[N:8]=[C:7]2[C:3]=1[N:4]=[CH:5][N:6]2[C@@H:12]1[O:13][C@H:14]([C:22]([OH:24])=[O:23])[C@@H:15]([OH:16])[C@H:19]1[OH:18]. (2) Given the reactants [CH3:1][N:2]1[CH:6]=[C:5]([C:7]2[CH:8]=[CH:9][C:10]3[N:11]([C:13]([S:16][C:17]4[CH:26]=[CH:25][C:20]5[N:21]=[C:22]([NH2:24])[S:23][C:19]=5[CH:18]=4)=[N:14][N:15]=3)[CH:12]=2)[CH:4]=[N:3]1.[CH:27]1([C:30](Cl)=[O:31])[CH2:29][CH2:28]1, predict the reaction product. The product is: [CH3:1][N:2]1[CH:6]=[C:5]([C:7]2[CH:8]=[CH:9][C:10]3[N:11]([C:13]([S:16][C:17]4[CH:26]=[CH:25][C:20]5[N:21]=[C:22]([NH:24][C:30]([CH:27]6[CH2:29][CH2:28]6)=[O:31])[S:23][C:19]=5[CH:18]=4)=[N:14][N:15]=3)[CH:12]=2)[CH:4]=[N:3]1. (3) Given the reactants [Br:1][C:2]1[C:3]2[CH2:10][C:9]([CH3:12])([CH3:11])[C:8](=[O:13])[C:4]=2[CH:5]=[N:6][CH:7]=1.[BH4-].[Na+], predict the reaction product. The product is: [Br:1][C:2]1[C:3]2[CH2:10][C:9]([CH3:11])([CH3:12])[CH:8]([OH:13])[C:4]=2[CH:5]=[N:6][CH:7]=1. (4) Given the reactants [CH3:1][C@H:2]1[CH2:33][C:32]([CH3:34])=[CH:31][C@@H:30]([CH2:35][CH:36]=[CH2:37])[C:28](=[O:29])[CH2:27][C@H:26]([OH:38])[C@@H:25]([CH3:39])[C@@H:24](/[C:40](/[CH3:51])=[CH:41]/[C@H:42]2[CH2:47][C@@H:46]([O:48][CH3:49])[C@H:45]([OH:50])[CH2:44][CH2:43]2)[O:23][C:21](=[O:22])[C@H:20]2[N:15]([CH2:16][CH2:17][CH2:18][CH2:19]2)[C:13](=[O:14])[C:11](=[O:12])[C@:9]2([OH:52])[O:10][C@@H:5]([C@@H:6]([O:54][CH3:55])[CH2:7][C@H:8]2[CH3:53])[C@@H:4]([O:56][CH3:57])[CH2:3]1.C(OC(=O)C)(=O)C.[CH3:65][S:66]([CH3:68])=O, predict the reaction product. The product is: [CH2:35]([CH:30]1[CH:31]=[C:32]([CH3:34])[CH2:33][CH:2]([CH3:1])[CH2:3][CH:4]([O:56][CH3:57])[CH:5]2[O:10][C:9]([OH:52])([CH:8]([CH3:53])[CH2:7][CH:6]2[O:54][CH3:55])[C:11](=[O:12])[C:13](=[O:14])[N:15]2[CH:20]([CH2:19][CH2:18][CH2:17][CH2:16]2)[C:21](=[O:22])[O:23][CH:24]([C:40]([CH3:51])=[CH:41][CH:42]2[CH2:43][CH2:44][CH:45]([O:50][CH2:65][S:66][CH3:68])[CH:46]([O:48][CH3:49])[CH2:47]2)[CH:25]([CH3:39])[CH:26]([OH:38])[CH2:27][C:28]1=[O:29])[CH:36]=[CH2:37]. (5) The product is: [C:16]1([CH2:15][CH2:14][C:5]2([CH:9]3[CH2:13][CH2:12][CH2:11][CH2:10]3)[O:4][C:3](=[O:22])[C:2]([S:34][C:31]3[NH:30][C:29]([C:26]4[CH:27]=[CH:28][N:23]=[CH:24][CH:25]=4)=[N:33][N:32]=3)=[C:7]([OH:8])[CH2:6]2)[CH2:21][CH2:20][CH2:19][CH2:18][CH:17]=1. Given the reactants Cl[C:2]1[C:3](=[O:22])[O:4][C:5]([CH2:14][CH2:15][C:16]2[CH2:21][CH2:20][CH2:19][CH2:18][CH:17]=2)([CH:9]2[CH2:13][CH2:12][CH2:11][CH2:10]2)[CH2:6][C:7]=1[OH:8].[N:23]1[CH:28]=[CH:27][C:26]([C:29]2[NH:30][C:31]([SH:34])=[N:32][N:33]=2)=[CH:25][CH:24]=1.C(N(CC)CC)C, predict the reaction product. (6) Given the reactants C[O:2][C:3](=[O:34])[C@@H:4]([O:31][CH2:32][CH3:33])[CH2:5][C:6]1[CH:11]=[CH:10][C:9]([O:12][CH2:13][C:14]2[N:15]=[C:16]([C:20]3[CH:25]=[CH:24][CH:23]=[CH:22][C:21]=3[F:26])[O:17][C:18]=2[CH3:19])=[CH:8][C:7]=1[C:27]([F:30])([F:29])[F:28].[Li+].[OH-], predict the reaction product. The product is: [CH2:32]([O:31][C@@H:4]([CH2:5][C:6]1[CH:11]=[CH:10][C:9]([O:12][CH2:13][C:14]2[N:15]=[C:16]([C:20]3[CH:25]=[CH:24][CH:23]=[CH:22][C:21]=3[F:26])[O:17][C:18]=2[CH3:19])=[CH:8][C:7]=1[C:27]([F:28])([F:29])[F:30])[C:3]([OH:34])=[O:2])[CH3:33].